From a dataset of Rat liver microsome stability data. Regression/Classification. Given a drug SMILES string, predict its absorption, distribution, metabolism, or excretion properties. Task type varies by dataset: regression for continuous measurements (e.g., permeability, clearance, half-life) or binary classification for categorical outcomes (e.g., BBB penetration, CYP inhibition). Dataset: rlm. (1) The compound is COc1cccc(-n2nc(C(=O)O)cc2-c2ccc(C3CCCCC3)c(Cl)c2)c1. The result is 0 (unstable in rat liver microsomes). (2) The compound is Cc1cc2c(-c3cccc(O)c3)nc(-c3c(C)noc3C)cc2[nH]1. The result is 1 (stable in rat liver microsomes). (3) The drug is Cc1noc(-c2ccc3c(c2)c2c(n3CCCSc3cc(F)cc(F)c3)CCCC2)n1. The result is 0 (unstable in rat liver microsomes). (4) The molecule is COc1ccccc1CNc1ccc(N2CCCCC2)cc1. The result is 1 (stable in rat liver microsomes).